This data is from Reaction yield outcomes from USPTO patents with 853,638 reactions. The task is: Predict the reaction yield, written as a fraction of the theoretical maximum amount of product (1.0 means a 100% yield; for example, 0.34 means a 34% yield). (1) The reactants are [F:1][C:2]1[CH:18]=[CH:17][CH:16]=[C:15]([C:19]([F:22])([F:21])[F:20])[C:3]=1[CH2:4][N:5]1[C:10]([CH3:11])=[C:9](I)[C:8](=[O:13])[NH:7][C:6]1=[O:14].[F:23][C:24]1[C:29]([O:30][CH3:31])=[CH:28][CH:27]=[CH:26][C:25]=1B(O)O.[OH-].[K+].O. The catalyst is CC(C)=O. The product is [F:23][C:24]1[C:29]([O:30][CH3:31])=[CH:28][CH:27]=[CH:26][C:25]=1[C:9]1[C:8](=[O:13])[NH:7][C:6](=[O:14])[N:5]([CH2:4][C:3]2[C:15]([C:19]([F:22])([F:21])[F:20])=[CH:16][CH:17]=[CH:18][C:2]=2[F:1])[C:10]=1[CH3:11]. The yield is 0.830. (2) The reactants are [Cl:1][C:2]1[S:6][C:5]([S:7]([NH:10][C:11]2[CH:19]=[CH:18][C:14]([C:15]([OH:17])=[O:16])=[C:13]([OH:20])[CH:12]=2)(=[O:9])=[O:8])=[CH:4][C:3]=1[C:21]1[CH:26]=[C:25]([F:27])[CH:24]=[CH:23][C:22]=1[OH:28].OS(O)(=O)=O.[Br:34][CH2:35][CH2:36][CH2:37]O. The catalyst is CC#N. The product is [Cl:1][C:2]1[S:6][C:5]([S:7]([NH:10][C:11]2[CH:19]=[CH:18][C:14]([C:15]([O:17][CH2:37][CH2:36][CH2:35][Br:34])=[O:16])=[C:13]([OH:20])[CH:12]=2)(=[O:9])=[O:8])=[CH:4][C:3]=1[C:21]1[CH:26]=[C:25]([F:27])[CH:24]=[CH:23][C:22]=1[OH:28]. The yield is 0.600. (3) The catalyst is CO. The reactants are [CH2:1]([N:7]1[CH2:12][CH:11]2[CH:9]([C:10]2([C:14]2[CH:15]=[C:16]([C:20](=[NH:24])OCC)[CH:17]=[CH:18][CH:19]=2)[CH3:13])[C:8]1=[O:25])[CH2:2][CH2:3][CH2:4][CH2:5][CH3:6].[NH2:26][C:27]1[CH:32]=[CH:31][CH:30]=[CH:29][C:28]=1N. The product is [NH:24]1[C:28]2[CH:29]=[CH:30][CH:31]=[CH:32][C:27]=2[N:26]=[C:20]1[C:16]1[CH:15]=[C:14]([C:10]2([CH3:13])[CH:9]3[CH:11]2[CH2:12][N:7]([CH2:1][CH2:2][CH2:3][CH2:4][CH2:5][CH3:6])[C:8]3=[O:25])[CH:19]=[CH:18][CH:17]=1. The yield is 0.470. (4) The reactants are [CH2:1]([O:8][C:9]1[CH:16]=[CH:15][C:12]([C:13]#[N:14])=[CH:11][CH:10]=1)[CH2:2][CH2:3][CH2:4][CH2:5][CH2:6][CH3:7].Cl.[NH2:18][OH:19]. The catalyst is CCO. The product is [CH2:1]([O:8][C:9]1[CH:10]=[CH:11][C:12](/[C:13](=[N:18]/[OH:19])/[NH2:14])=[CH:15][CH:16]=1)[CH2:2][CH2:3][CH2:4][CH2:5][CH2:6][CH3:7]. The yield is 0.910. (5) The reactants are [OH-].[Na+].[F:3][C:4]1[CH:9]=[CH:8][C:7]([C:10]2[O:11][C:12]3[CH:22]=[C:21]([NH:23][S:24]([CH3:27])(=[O:26])=[O:25])[C:20]([O:28][CH:29]([CH3:31])[CH3:30])=[CH:19][C:13]=3[C:14]=2[C:15]([O:17]C)=[O:16])=[CH:6][CH:5]=1. The catalyst is CCO.C1COCC1. The product is [F:3][C:4]1[CH:5]=[CH:6][C:7]([C:10]2[O:11][C:12]3[CH:22]=[C:21]([NH:23][S:24]([CH3:27])(=[O:25])=[O:26])[C:20]([O:28][CH:29]([CH3:31])[CH3:30])=[CH:19][C:13]=3[C:14]=2[C:15]([OH:17])=[O:16])=[CH:8][CH:9]=1. The yield is 0.960. (6) The reactants are [F:1][C:2]1[CH:7]=[CH:6][C:5]([CH:8]2[C:17]([CH3:19])([CH3:18])[CH2:16][C:15]3[C:10](=[CH:11][CH:12]=[C:13]([C:20]([O:22]C)=[O:21])[CH:14]=3)[NH:9]2)=[CH:4][C:3]=1[NH:24][C:25](=[O:32])[C:26]1[CH:31]=[CH:30][CH:29]=[CH:28][N:27]=1.[OH-].[Na+]. The catalyst is O1CCCC1.O. The product is [F:1][C:2]1[CH:7]=[CH:6][C:5]([CH:8]2[C:17]([CH3:19])([CH3:18])[CH2:16][C:15]3[C:10](=[CH:11][CH:12]=[C:13]([C:20]([OH:22])=[O:21])[CH:14]=3)[NH:9]2)=[CH:4][C:3]=1[NH:24][C:25](=[O:32])[C:26]1[CH:31]=[CH:30][CH:29]=[CH:28][N:27]=1. The yield is 0.421.